From a dataset of Reaction yield outcomes from USPTO patents with 853,638 reactions. Predict the reaction yield, written as a fraction of the theoretical maximum amount of product (1.0 means a 100% yield; for example, 0.34 means a 34% yield). (1) The reactants are [F:1][C:2]1[CH:7]=[CH:6][CH:5]=[CH:4][C:3]=1[NH:8][C:9]([C:11]1[C:19]2[C:18](=O)[CH2:17][CH2:16][CH2:15][C:14]=2[NH:13][CH:12]=1)=[O:10].N1C=CC=CC=1.Cl.[O:28]([NH2:30])[CH3:29]. The catalyst is CCO. The product is [F:1][C:2]1[CH:7]=[CH:6][CH:5]=[CH:4][C:3]=1[NH:8][C:9]([C:11]1[C:19]2[C:18](=[N:30][O:28][CH3:29])[CH2:17][CH2:16][CH2:15][C:14]=2[NH:13][CH:12]=1)=[O:10]. The yield is 0.720. (2) The reactants are [Br:1][C:2]1[CH:7]=[CH:6][C:5]([N+:8]([O-:10])=[O:9])=[C:4](F)[CH:3]=1.[NH:12]1[CH2:19][CH2:18][CH2:17][C@H:13]1[C:14]([OH:16])=[O:15].C(=O)([O-])[O-].[K+].[K+].Cl. The catalyst is C(O)C.O. The product is [Br:1][C:2]1[CH:7]=[CH:6][C:5]([N+:8]([O-:10])=[O:9])=[C:4]([N:12]2[CH2:19][CH2:18][CH2:17][CH:13]2[C:14]([OH:16])=[O:15])[CH:3]=1. The yield is 0.480. (3) The reactants are [Br-].[O:2]1[CH:6]=[CH:5][CH:4]=[C:3]1[CH2:7][P+](C1C=CC=CC=1)(C1C=CC=CC=1)C1C=CC=CC=1.CC(C)([O-])C.[K+].[C:33]([O:37][C:38]([NH:40][C@@:41]([CH2:53][CH3:54])([CH2:44][O:45][C:46](=[O:52])[CH2:47][CH2:48][CH2:49][CH2:50][CH3:51])[CH:42]=O)=[O:39])([CH3:36])([CH3:35])[CH3:34].[Cl-].[NH4+]. The catalyst is O1CCCC1. The product is [C:33]([O:37][C:38]([NH:40][C@:41]([CH2:53][CH3:54])([CH:42]=[CH:7][C:3]1[O:2][CH:6]=[CH:5][CH:4]=1)[CH2:44][O:45][C:46](=[O:52])[CH2:47][CH2:48][CH2:49][CH2:50][CH3:51])=[O:39])([CH3:35])([CH3:36])[CH3:34]. The yield is 0.990. (4) The yield is 0.810. No catalyst specified. The product is [Cl:35][CH2:36][C:37]([N:26]([CH:23]1[CH2:22][CH2:21][N:20]([C:10]2[N:9]=[C:8]([N:7]3[C:6]4[CH:28]=[CH:29][CH:30]=[C:31]([O:32][CH3:33])[C:5]=4[N:4]=[C:3]3[CH:2]([F:34])[F:1])[N:13]=[C:12]([N:14]3[CH2:19][CH2:18][O:17][CH2:16][CH2:15]3)[N:11]=2)[CH2:25][CH2:24]1)[CH3:27])=[O:38]. The reactants are [F:1][CH:2]([F:34])[C:3]1[N:7]([C:8]2[N:13]=[C:12]([N:14]3[CH2:19][CH2:18][O:17][CH2:16][CH2:15]3)[N:11]=[C:10]([N:20]3[CH2:25][CH2:24][CH:23]([NH:26][CH3:27])[CH2:22][CH2:21]3)[N:9]=2)[C:6]2[CH:28]=[CH:29][CH:30]=[C:31]([O:32][CH3:33])[C:5]=2[N:4]=1.[Cl:35][CH2:36][C:37](Cl)=[O:38]. (5) The reactants are [C:1]([O:6][CH2:7][C:8]1[CH:13]=[CH:12][CH:11]=[CH:10][CH:9]=1)(=[O:5])[C:2]([CH3:4])=[CH2:3].[C:14]([OH:19])(=[O:18])[C:15]([CH3:17])=[CH2:16].N(C(C)(C)C(OC)=O)=NC(C)(C)C(OC)=O. The catalyst is COCC(O)C. The product is [C:1]([O:6][CH2:7][C:8]1[CH:9]=[CH:10][CH:11]=[CH:12][CH:13]=1)(=[O:5])[C:2]([CH3:4])=[CH2:3].[C:14]([OH:19])(=[O:18])[C:15]([CH3:17])=[CH2:16]. The yield is 0.700. (6) The reactants are [CH2:1]([N:5]([CH2:25][CH2:26][CH2:27][CH3:28])[C:6]([C:8]1[C:12]([Cl:13])=[C:11]([CH3:14])[N:10]([C:15]2[CH:20]=[CH:19][C:18]([O:21][CH3:22])=[CH:17][C:16]=2[C:23]#N)[N:9]=1)=[O:7])[CH2:2][CH2:3][CH3:4].[OH-:29].[K+].Cl.C[OH:33].C(Cl)Cl. The catalyst is C(O)C.O. The product is [Cl:13][C:12]1[C:8]([C:6](=[O:7])[N:5]([CH2:1][CH2:2][CH2:3][CH3:4])[CH2:25][CH2:26][CH2:27][CH3:28])=[N:9][N:10]([C:15]2[CH:20]=[CH:19][C:18]([O:21][CH3:22])=[CH:17][C:16]=2[C:23]([OH:33])=[O:29])[C:11]=1[CH3:14]. The yield is 0.390. (7) The reactants are [CH3:1][C:2]([CH3:9])([CH3:8])[C:3](=[O:7])[CH2:4][C:5]#[N:6].[CH3:10]C(C)=O.[CH2:14]1[O:22][C:21]2[CH:20]=[CH:19][C:18]([N:23]=[C:24]=[S:25])=[CH:17][C:16]=2[O:15]1.CI. No catalyst specified. The product is [O:22]1[C:21]2[CH:20]=[CH:19][C:18]([NH:23][C:24]([S:25][CH3:10])=[C:4]([C:3](=[O:7])[C:2]([CH3:9])([CH3:8])[CH3:1])[C:5]#[N:6])=[CH:17][C:16]=2[O:15][CH2:14]1. The yield is 0.980. (8) The reactants are [Cl-].[NH4+].[Br:3][C:4]1[CH:19]=[C:18]([N+:20]([O-])=O)[CH:17]=[CH:16][C:5]=1[O:6][CH2:7][CH2:8][O:9][CH:10]1[CH2:15][CH2:14][CH2:13][CH2:12][O:11]1. The catalyst is O.CO.[Fe]. The product is [Br:3][C:4]1[CH:19]=[C:18]([CH:17]=[CH:16][C:5]=1[O:6][CH2:7][CH2:8][O:9][CH:10]1[CH2:15][CH2:14][CH2:13][CH2:12][O:11]1)[NH2:20]. The yield is 0.612.